From a dataset of Reaction yield outcomes from USPTO patents with 853,638 reactions. Predict the reaction yield, written as a fraction of the theoretical maximum amount of product (1.0 means a 100% yield; for example, 0.34 means a 34% yield). (1) The reactants are [CH3:1][C:2]1[C:7]([CH3:8])=[CH:6][C:5]([CH3:9])=[CH:4][C:3]=1[OH:10].Br[CH2:12][C:13]([C:15]1[CH:20]=[CH:19][C:18]([CH3:21])=[CH:17][CH:16]=1)=[O:14]. The catalyst is CO. The product is [CH3:21][C:18]1[CH:19]=[CH:20][C:15]([C:13](=[O:14])[CH2:12][O:10][C:3]2[CH:4]=[C:5]([CH3:9])[CH:6]=[C:7]([CH3:8])[C:2]=2[CH3:1])=[CH:16][CH:17]=1. The yield is 0.750. (2) The reactants are [CH2:1]([N:3]([CH2:18][CH3:19])[CH2:4][CH2:5][NH:6][C:7]([C:9]1[C:13]([CH3:14])=[C:12]([CH:15]=O)[NH:11][C:10]=1[CH3:17])=[O:8])[CH3:2].[F:20][C:21]1[CH:22]=[C:23]2[C:27](=[CH:28][CH:29]=1)[NH:26][C:25](=[O:30])[CH2:24]2. The catalyst is C(N(CC)CC)C.C(O)C. The product is [CH3:2][CH2:1][N:3]([CH2:4][CH2:5][NH:6][C:7]([C:9]1[C:13]([CH3:14])=[C:12](/[CH:15]=[C:24]2/[C:23]3[CH:22]=[C:21]([F:20])[CH:29]=[CH:28][C:27]=3[NH:26][C:25]/2=[O:30])[NH:11][C:10]=1[CH3:17])=[O:8])[CH2:18][CH3:19]. The yield is 0.720. (3) The yield is 1.00. The product is [CH3:17][NH:16][C:14](=[O:15])[CH2:13][NH:5][CH2:4][C:3]([NH:2][CH3:1])=[O:18]. The reactants are [CH3:1][NH:2][C:3](=[O:18])[CH2:4][N:5]([CH2:13][C:14]([NH:16][CH3:17])=[O:15])CC1C=CC=CC=1. The catalyst is CO.[Pd]. (4) The reactants are [N+:1]([C:4]1[N:9]=[CH:8][C:7]([N:10]2[CH2:13][CH:12]([OH:14])[CH2:11]2)=[CH:6][CH:5]=1)([O-])=O. The catalyst is [Pd].C(O)C. The product is [NH2:1][C:4]1[N:9]=[CH:8][C:7]([N:10]2[CH2:11][CH:12]([OH:14])[CH2:13]2)=[CH:6][CH:5]=1. The yield is 0.850. (5) The reactants are [CH3:1][O:2][C:3](=[O:33])[CH2:4][CH2:5][CH2:6][CH2:7][CH2:8][CH:9]1[O:28][CH2:27][CH:26]=[CH:25][C:24]2[CH:29]=[C:20]([CH:21]=[C:22]([O:30][CH3:31])[CH:23]=2)[CH2:19][O:18][C:17]2[CH:16]=[CH:15][CH:14]=[CH:13][C:12]=2[NH:11][C:10]1=[O:32].C(N)CCC. The catalyst is CCOC(C)=O.[Pd]. The product is [CH3:1][O:2][C:3](=[O:33])[CH2:4][CH2:5][CH2:6][CH2:7][CH2:8][CH:9]1[O:28][CH2:27][CH2:26][CH2:25][C:24]2[CH:29]=[C:20]([CH:21]=[C:22]([O:30][CH3:31])[CH:23]=2)[CH2:19][O:18][C:17]2[CH:16]=[CH:15][CH:14]=[CH:13][C:12]=2[NH:11][C:10]1=[O:32]. The yield is 0.990. (6) The yield is 0.0650. The reactants are C1C=CC(P(C2C=CC=CC=2)C2C=CC=CC=2)=CC=1.CC(OC(/N=N/C(OC(C)C)=O)=O)C.[CH3:34][C:35]1[C:39]([C:40]2[C:41]([O:54][CH3:55])=[CH:42][C:43]3[C:44]4[NH:52][C:51](=[O:53])[O:50][C:45]=4[CH:46]=[N:47][C:48]=3[CH:49]=2)=[C:38]([CH3:56])[O:37][N:36]=1.[N:57]1[CH:62]=[CH:61][C:60]([CH:63](O)[CH3:64])=[CH:59][CH:58]=1. The catalyst is C1COCC1.CCOC(C)=O.C([O-])(O)=O.[Na+]. The product is [CH3:34][C:35]1[C:39]([C:40]2[C:41]([O:54][CH3:55])=[CH:42][C:43]3[C:44]4[N:52]([CH:63]([C:60]5[CH:61]=[CH:62][N:57]=[CH:58][CH:59]=5)[CH3:64])[C:51](=[O:53])[O:50][C:45]=4[CH:46]=[N:47][C:48]=3[CH:49]=2)=[C:38]([CH3:56])[O:37][N:36]=1.